Dataset: Forward reaction prediction with 1.9M reactions from USPTO patents (1976-2016). Task: Predict the product of the given reaction. (1) Given the reactants [Cl:1][C:2]1[CH:3]=[C:4]([NH:9][C:10]([NH2:12])=[S:11])[CH:5]=[CH:6][C:7]=1[Cl:8].Br[CH2:14][C:15](=O)[C:16]([OH:18])=[O:17], predict the reaction product. The product is: [Cl:1][C:2]1[CH:3]=[C:4]([NH:9][C:10]2[S:11][CH:14]=[C:15]([C:16]([OH:18])=[O:17])[N:12]=2)[CH:5]=[CH:6][C:7]=1[Cl:8]. (2) Given the reactants [Cl:1][C:2]1[CH:10]=[CH:9][C:8]2[NH:7][C:6]3[CH2:11][CH2:12][N:13]([C:16]([O:18][C:19]([CH3:22])([CH3:21])[CH3:20])=[O:17])[CH2:14][CH2:15][C:5]=3[C:4]=2[C:3]=1[Cl:23].[H-].[Na+].Br[CH2:27][C:28]([O:30][CH2:31][CH3:32])=[O:29], predict the reaction product. The product is: [Cl:1][C:2]1[CH:10]=[CH:9][C:8]2[N:7]([CH2:27][C:28]([O:30][CH2:31][CH3:32])=[O:29])[C:6]3[CH2:11][CH2:12][N:13]([C:16]([O:18][C:19]([CH3:20])([CH3:22])[CH3:21])=[O:17])[CH2:14][CH2:15][C:5]=3[C:4]=2[C:3]=1[Cl:23].